This data is from Reaction yield outcomes from USPTO patents with 853,638 reactions. The task is: Predict the reaction yield, written as a fraction of the theoretical maximum amount of product (1.0 means a 100% yield; for example, 0.34 means a 34% yield). (1) The reactants are [CH3:1][O:2][C:3]1[CH:4]=[C:5]([CH:8]=[CH:9][CH:10]=1)[CH2:6][NH2:7].C1CN([P+](ON2N=NC3C=CC=CC2=3)(N2CCCC2)N2CCCC2)CC1.F[P-](F)(F)(F)(F)F.[C:44]([C:47]1[CH:55]=[CH:54][C:50]([C:51](O)=[O:52])=[CH:49][CH:48]=1)(=[O:46])[CH3:45].CN1CCOCC1.C(O)(C(F)(F)F)=O. The catalyst is CN1C(=O)CCC1.ClCCl. The product is [C:44]([C:47]1[CH:55]=[CH:54][C:50]([C:51]([NH:7][CH2:6][C:5]2[CH:8]=[CH:9][CH:10]=[C:3]([O:2][CH3:1])[CH:4]=2)=[O:52])=[CH:49][CH:48]=1)(=[O:46])[CH3:45]. The yield is 0.970. (2) The reactants are [CH2:1]([O:8][C@H:9]([CH3:14])[C:10](OC)=[O:11])[C:2]1[CH:7]=[CH:6][CH:5]=[CH:4][CH:3]=1.O.[NH2:16][NH2:17]. The catalyst is CO. The product is [CH2:1]([O:8][C@H:9]([CH3:14])[C:10]([NH:16][NH2:17])=[O:11])[C:2]1[CH:7]=[CH:6][CH:5]=[CH:4][CH:3]=1. The yield is 0.640. (3) The reactants are C1(O[C:8](=[O:19])[NH:9][C:10]2[N:11]=[CH:12][N:13]([CH:15]3[CH2:18][CH2:17][CH2:16]3)[CH:14]=2)C=CC=CC=1.[NH2:20][C:21]1[CH:30]=[CH:29][CH:28]=[C:27]2[C:22]=1[CH:23]=[CH:24][N:25]=[CH:26]2. The catalyst is O1CCOCC1.CN(C=O)C. The product is [CH:15]1([N:13]2[CH:14]=[C:10]([NH:9][C:8]([NH:20][C:21]3[CH:30]=[CH:29][CH:28]=[C:27]4[C:22]=3[CH:23]=[CH:24][N:25]=[CH:26]4)=[O:19])[N:11]=[CH:12]2)[CH2:16][CH2:17][CH2:18]1. The yield is 0.520. (4) The reactants are [Cl:1][C:2]1[CH:3]=[C:4]([CH2:12][C:13]([O:15][CH3:16])=[O:14])[CH:5]=[CH:6][C:7]=1[C:8](=[N:10][OH:11])[NH2:9].CCN=C=NCCCN(C)C.C1C=CC2N(O)N=NC=2C=1.[Cl:38][C:39]1[C:40]2[N:41]([CH:49]=[C:50]([C:52](O)=O)[N:51]=2)[CH:42]=[C:43]([C:45]([F:48])([F:47])[F:46])[CH:44]=1. The catalyst is CN(C=O)C. The product is [Cl:1][C:2]1[CH:3]=[C:4]([CH2:12][C:13]([O:15][CH3:16])=[O:14])[CH:5]=[CH:6][C:7]=1[C:8]1[N:9]=[C:52]([C:50]2[N:51]=[C:40]3[C:39]([Cl:38])=[CH:44][C:43]([C:45]([F:46])([F:47])[F:48])=[CH:42][N:41]3[CH:49]=2)[O:11][N:10]=1. The yield is 0.180. (5) The reactants are CN(C(ON1N=NC2C=CC=NC1=2)=[N+](C)C)C.F[P-](F)(F)(F)(F)F.[Cl:25][C:26]1[N:31]=[C:30]([NH2:32])[C:29]([NH2:33])=[CH:28][CH:27]=1.[C:34]([C:42]1[CH:50]=[CH:49][C:45]([C:46](O)=O)=[CH:44][CH:43]=1)(=[O:41])[C:35]1[CH:40]=[CH:39][CH:38]=[CH:37][CH:36]=1.CCN(C(C)C)C(C)C. The catalyst is CC#N.C([O-])(O)=O.[Na+].C(O)(=O)C.C(OCC)C. The product is [Cl:25][C:26]1[N:31]=[C:30]2[NH:32][C:46]([C:45]3[CH:49]=[CH:50][C:42]([C:34]([C:35]4[CH:40]=[CH:39][CH:38]=[CH:37][CH:36]=4)=[O:41])=[CH:43][CH:44]=3)=[N:33][C:29]2=[CH:28][CH:27]=1. The yield is 0.120. (6) The reactants are FC1C=C([C:12]2[N:17]=[C:16]3[N:18]([CH2:21][C:22]4[CH:23]=[C:24]5[C:29](=[CH:30][CH:31]=4)[N:28]=[CH:27][CH:26]=[CH:25]5)[N:19]=[N:20][C:15]3=[CH:14][CH:13]=2)C=CC=1C(NC)=O.[NH:32]1[CH:36]=[CH:35][N:34]=[CH:33]1.[F-].[Cs+]. The catalyst is CN(C=O)C. The product is [N:32]1([C:12]2[N:17]=[C:16]3[N:18]([CH2:21][C:22]4[CH:23]=[C:24]5[C:29](=[CH:30][CH:31]=4)[N:28]=[CH:27][CH:26]=[CH:25]5)[N:19]=[N:20][C:15]3=[CH:14][CH:13]=2)[CH:36]=[CH:35][N:34]=[CH:33]1. The yield is 0.210. (7) The catalyst is CN(C=O)C. The yield is 0.250. The reactants are [CH:1]([N:3]1[CH2:7][CH2:6][CH2:5][C:4]1=[O:8])=[CH2:2].[C:9]([C:13]1[CH:20]=[CH:19][C:16]([CH:17]=[CH2:18])=[CH:15][CH:14]=1)([CH3:12])([CH3:11])[CH3:10]. The product is [CH2:2]=[CH:1][N:3]1[C:4](=[O:8])[CH2:5][CH2:6][CH2:7]1.[CH3:12][C:9]([C:13]1[CH:14]=[CH:15][C:16]([CH:17]=[CH2:18])=[CH:19][CH:20]=1)([CH3:10])[CH3:11].